Task: Regression. Given two drug SMILES strings and cell line genomic features, predict the synergy score measuring deviation from expected non-interaction effect.. Dataset: NCI-60 drug combinations with 297,098 pairs across 59 cell lines (1) Drug 1: CC1=CC2C(CCC3(C2CCC3(C(=O)C)OC(=O)C)C)C4(C1=CC(=O)CC4)C. Drug 2: N.N.Cl[Pt+2]Cl. Cell line: NCI-H322M. Synergy scores: CSS=-8.73, Synergy_ZIP=2.42, Synergy_Bliss=-3.07, Synergy_Loewe=-8.60, Synergy_HSA=-7.49. (2) Drug 1: C1=NC2=C(N1)C(=S)N=C(N2)N. Drug 2: CC1=C(C(=CC=C1)Cl)NC(=O)C2=CN=C(S2)NC3=CC(=NC(=N3)C)N4CCN(CC4)CCO. Cell line: OVCAR-5. Synergy scores: CSS=41.8, Synergy_ZIP=1.05, Synergy_Bliss=1.35, Synergy_Loewe=0.633, Synergy_HSA=0.942. (3) Drug 1: CC1OCC2C(O1)C(C(C(O2)OC3C4COC(=O)C4C(C5=CC6=C(C=C35)OCO6)C7=CC(=C(C(=C7)OC)O)OC)O)O. Drug 2: CN(CC1=CN=C2C(=N1)C(=NC(=N2)N)N)C3=CC=C(C=C3)C(=O)NC(CCC(=O)O)C(=O)O. Cell line: EKVX. Synergy scores: CSS=14.1, Synergy_ZIP=-6.77, Synergy_Bliss=-4.62, Synergy_Loewe=-2.20, Synergy_HSA=-1.27. (4) Drug 1: CN1CCC(CC1)COC2=C(C=C3C(=C2)N=CN=C3NC4=C(C=C(C=C4)Br)F)OC. Drug 2: CC1=C(C=C(C=C1)NC(=O)C2=CC=C(C=C2)CN3CCN(CC3)C)NC4=NC=CC(=N4)C5=CN=CC=C5. Cell line: HCT-15. Synergy scores: CSS=7.61, Synergy_ZIP=-3.54, Synergy_Bliss=-1.51, Synergy_Loewe=-5.23, Synergy_HSA=-2.00. (5) Drug 1: CCC1=C2CN3C(=CC4=C(C3=O)COC(=O)C4(CC)O)C2=NC5=C1C=C(C=C5)O. Drug 2: CN1C2=C(C=C(C=C2)N(CCCl)CCCl)N=C1CCCC(=O)O.Cl. Cell line: HCC-2998. Synergy scores: CSS=23.0, Synergy_ZIP=-5.26, Synergy_Bliss=-4.32, Synergy_Loewe=-4.23, Synergy_HSA=-3.07. (6) Drug 1: COC1=C(C=C2C(=C1)N=CN=C2NC3=CC(=C(C=C3)F)Cl)OCCCN4CCOCC4. Drug 2: CC1=C(N=C(N=C1N)C(CC(=O)N)NCC(C(=O)N)N)C(=O)NC(C(C2=CN=CN2)OC3C(C(C(C(O3)CO)O)O)OC4C(C(C(C(O4)CO)O)OC(=O)N)O)C(=O)NC(C)C(C(C)C(=O)NC(C(C)O)C(=O)NCCC5=NC(=CS5)C6=NC(=CS6)C(=O)NCCC[S+](C)C)O. Cell line: SN12C. Synergy scores: CSS=22.9, Synergy_ZIP=-4.99, Synergy_Bliss=-0.772, Synergy_Loewe=1.78, Synergy_HSA=2.18.